Predict the product of the given reaction. From a dataset of Forward reaction prediction with 1.9M reactions from USPTO patents (1976-2016). (1) Given the reactants [C:1]1([C:7]2[N:11]=[C:10]([CH2:12][C:13]([OH:15])=O)[S:9][N:8]=2)[CH:6]=[CH:5][CH:4]=[CH:3][CH:2]=1.[CH2:16]([O:20][C:21](=[O:25])[C@H:22]([CH3:24])[NH2:23])[CH:17]([CH3:19])[CH3:18], predict the reaction product. The product is: [CH2:16]([O:20][C:21](=[O:25])[C@H:22]([CH3:24])[NH:23][C:13](=[O:15])[CH2:12][C:10]1[S:9][N:8]=[C:7]([C:1]2[CH:2]=[CH:3][CH:4]=[CH:5][CH:6]=2)[N:11]=1)[CH:17]([CH3:19])[CH3:18]. (2) Given the reactants [CH2:1]([C:8]1[CH:13]=[C:12](Br)[CH:11]=[CH:10][C:9]=1[OH:15])[C:2]1[CH:7]=[CH:6][CH:5]=[CH:4][CH:3]=1.C([O-])(=O)C.[K+].[B:21]1([B:21]2[O:25][C:24]([CH3:27])([CH3:26])[C:23]([CH3:29])([CH3:28])[O:22]2)[O:25][C:24]([CH3:27])([CH3:26])[C:23]([CH3:29])([CH3:28])[O:22]1, predict the reaction product. The product is: [CH2:1]([C:8]1[CH:13]=[C:12]([B:21]2[O:25][C:24]([CH3:27])([CH3:26])[C:23]([CH3:29])([CH3:28])[O:22]2)[CH:11]=[CH:10][C:9]=1[OH:15])[C:2]1[CH:7]=[CH:6][CH:5]=[CH:4][CH:3]=1. (3) Given the reactants [NH2:1][C:2]1[C:7]2=[C:8]([C:26]3[S:27][C:28]4[C:34]([O:35][CH3:36])=[CH:33][C:32]([CH3:37])=[CH:31][C:29]=4[CH:30]=3)[C:9]([Cl:25])=[C:10]([CH2:11][N:12]3[CH2:17][CH2:16][N:15](C(OC(C)(C)C)=O)[CH2:14][CH2:13]3)[N:6]2[N:5]=[CH:4][N:3]=1.[ClH:38], predict the reaction product. The product is: [ClH:25].[ClH:38].[ClH:25].[Cl:25][C:9]1[C:8]([C:26]2[S:27][C:28]3[C:34]([O:35][CH3:36])=[CH:33][C:32]([CH3:37])=[CH:31][C:29]=3[CH:30]=2)=[C:7]2[N:6]([C:10]=1[CH2:11][N:12]1[CH2:13][CH2:14][NH:15][CH2:16][CH2:17]1)[N:5]=[CH:4][N:3]=[C:2]2[NH2:1].